From a dataset of Full USPTO retrosynthesis dataset with 1.9M reactions from patents (1976-2016). Predict the reactants needed to synthesize the given product. (1) Given the product [CH2:26]([O:27][C:2]1[C:11]2[C:6](=[CH:7][C:8]([O:12][CH3:13])=[CH:9][CH:10]=2)[CH:5]=[C:4]([NH:14][C:15]2[CH:19]=[CH:18][NH:17][N:16]=2)[N:3]=1)[C:20]1[CH:25]=[CH:24][CH:23]=[CH:22][CH:21]=1, predict the reactants needed to synthesize it. The reactants are: Cl[C:2]1[C:11]2[C:6](=[CH:7][C:8]([O:12][CH3:13])=[CH:9][CH:10]=2)[CH:5]=[C:4]([NH:14][C:15]2[CH:19]=[CH:18][NH:17][N:16]=2)[N:3]=1.[C:20]1([CH2:26][OH:27])[CH:25]=[CH:24][CH:23]=[CH:22][CH:21]=1. (2) Given the product [CH3:3][O:4][C:5]([C:7]1[CH:8]([C:13]([OH:15])=[O:14])[CH2:9][CH:10]([OH:12])[CH:11]=1)=[O:6], predict the reactants needed to synthesize it. The reactants are: [Li+].[OH-].[CH3:3][O:4][C:5]([CH:7]1[CH2:11][CH:10]([OH:12])[CH:9]=[C:8]1[C:13]([O:15]C)=[O:14])=[O:6].C1(C)C=CC=CC=1.CO. (3) Given the product [CH:27]1([C@@:7]([C:1]2[CH:6]=[CH:5][CH:4]=[CH:3][CH:2]=2)([C:8]2[N:12]=[CH:11][N:10]([CH2:13][CH:14]3[CH2:19][CH2:18][NH:17][CH2:16][CH2:15]3)[N:9]=2)[OH:33])[CH2:32][CH2:31][CH2:30][CH2:29][CH2:28]1, predict the reactants needed to synthesize it. The reactants are: [CH:1]1([C@@:7]([OH:33])([C:27]2[CH:32]=[CH:31][CH:30]=[CH:29][CH:28]=2)[C:8]2[N:12]=[CH:11][N:10]([CH2:13][CH:14]3[CH2:19][CH2:18][N:17](C(OC(C)(C)C)=O)[CH2:16][CH2:15]3)[N:9]=2)[CH2:6][CH2:5][CH2:4][CH2:3][CH2:2]1.Cl. (4) Given the product [C:28]([CH2:11][C:12]([CH3:25])([CH3:26])[CH2:13][O:14][S:15]([C:18]1[CH:19]=[CH:20][C:21]([CH3:24])=[CH:22][CH:23]=1)(=[O:16])=[O:17])#[N:29], predict the reactants needed to synthesize it. The reactants are: C1(C)C=CC(S(O[CH2:11][C:12]([CH3:26])([CH3:25])[CH2:13][O:14][S:15]([C:18]2[CH:23]=[CH:22][C:21]([CH3:24])=[CH:20][CH:19]=2)(=[O:17])=[O:16])(=O)=O)=CC=1.[C-:28]#[N:29].[K+].O. (5) Given the product [CH2:17]([C:12]1([CH2:20][CH2:21][CH2:22][CH2:23][CH2:24][CH3:25])[C:11]2[CH:10]=[CH:9][CH:8]=[CH:7][C:6]=2[C:5]2[C:13]1=[CH:1][CH:2]=[CH:3][CH:4]=2)[CH2:16][CH2:15][CH2:14][CH2:26][CH3:27], predict the reactants needed to synthesize it. The reactants are: [CH:1]1[C:13]2[CH2:12][C:11]3[C:6](=[CH:7][CH:8]=[CH:9][CH:10]=3)[C:5]=2[CH:4]=[CH:3][CH:2]=1.[CH2:14]([Li])[CH2:15][CH2:16][CH3:17].Br[CH2:20][CH2:21][CH2:22][CH2:23][CH2:24][CH3:25].[CH2:26]1COC[CH2:27]1. (6) Given the product [CH3:1][N:2]1[C:10]2[C:5](=[CH:6][C:7]([O:12][S:28]([C:22]3[CH:27]=[CH:26][CH:25]=[CH:24][CH:23]=3)(=[O:30])=[O:29])=[CH:8][C:9]=2[CH3:11])[C:4]([CH:13]2[CH2:18][CH2:17][N:16]([CH3:19])[CH2:15][CH2:14]2)=[CH:3]1, predict the reactants needed to synthesize it. The reactants are: [CH3:1][N:2]1[C:10]2[C:5](=[CH:6][C:7]([OH:12])=[CH:8][C:9]=2[CH3:11])[C:4]([CH:13]2[CH2:18][CH2:17][N:16]([CH3:19])[CH2:15][CH2:14]2)=[CH:3]1.[H-].[Na+].[C:22]1([S:28](Cl)(=[O:30])=[O:29])[CH:27]=[CH:26][CH:25]=[CH:24][CH:23]=1.